This data is from Catalyst prediction with 721,799 reactions and 888 catalyst types from USPTO. The task is: Predict which catalyst facilitates the given reaction. (1) Reactant: [OH:1][C:2]1[CH:9]=[CH:8][C:5]([CH:6]=[O:7])=[CH:4][CH:3]=1.C(=O)([O-])[O-].[Cs+].[Cs+].Cl.Cl[CH2:18][C:19]1[CH:24]=[CH:23][CH:22]=[CH:21][N:20]=1. Product: [N:20]1[CH:21]=[CH:22][CH:23]=[CH:24][C:19]=1[CH2:18][O:1][C:2]1[CH:9]=[CH:8][C:5]([CH:6]=[O:7])=[CH:4][CH:3]=1. The catalyst class is: 42. (2) Product: [Cl:1][C:2]1[C:3]([NH:18][CH:19]2[CH2:21][CH2:20]2)=[N:4][C:5]([NH:8][C:9]2[CH:14]=[CH:13][CH:12]=[C:11]([C:15]3([CH3:16])[O:24][CH2:23][CH2:22][O:17]3)[CH:10]=2)=[N:6][CH:7]=1. The catalyst class is: 133. Reactant: [Cl:1][C:2]1[C:3]([NH:18][CH:19]2[CH2:21][CH2:20]2)=[N:4][C:5]([NH:8][C:9]2[CH:10]=[C:11]([C:15](=[O:17])[CH3:16])[CH:12]=[CH:13][CH:14]=2)=[N:6][CH:7]=1.[CH2:22](O)[CH2:23][OH:24].C1(C)C=CC(S(O)(=O)=O)=CC=1.O. (3) Reactant: [F:1][C:2]1[CH:7]=[C:6]([N+:8]([O-:10])=[O:9])[CH:5]=[C:4]([F:11])[C:3]=1[C:12](C)([C:18](OCC)=O)[C:13]([O:15]CC)=[O:14].S(=O)(=O)(O)O.O. Product: [F:1][C:2]1[CH:7]=[C:6]([N+:8]([O-:10])=[O:9])[CH:5]=[C:4]([F:11])[C:3]=1[CH:12]([CH3:18])[C:13]([OH:15])=[O:14]. The catalyst class is: 15. (4) Reactant: [Cl:1][C:2]1[CH:3]=[C:4]([C:12]2[N:16]=[C:15]([C:17]3[CH:22]=[CH:21][C:20]([C:23]4([CH:26]=O)[CH2:25][CH2:24]4)=[CH:19][CH:18]=3)[O:14][N:13]=2)[CH:5]=[CH:6][C:7]=1[O:8][CH:9]([CH3:11])[CH3:10].[NH2:28][CH2:29][CH2:30][C:31]([OH:33])=[O:32].C(O)(=O)C.C([BH3-])#N.[Na+]. Product: [Cl:1][C:2]1[CH:3]=[C:4]([C:12]2[N:16]=[C:15]([C:17]3[CH:18]=[CH:19][C:20]([C:23]4([CH2:26][NH:28][CH2:29][CH2:30][C:31]([OH:33])=[O:32])[CH2:25][CH2:24]4)=[CH:21][CH:22]=3)[O:14][N:13]=2)[CH:5]=[CH:6][C:7]=1[O:8][CH:9]([CH3:10])[CH3:11]. The catalyst class is: 5. (5) Reactant: [CH3:1][N:2](C)/[CH:3]=[CH:4]/[C:5]([C:7]1[N:11]2[CH:12]=[CH:13][C:14]([CH:16]3[CH2:21][CH2:20][N:19]([C:22]([O:24][CH2:25][C:26]4[CH:31]=[CH:30][CH:29]=[CH:28][CH:27]=4)=[O:23])[CH2:18][CH2:17]3)=[CH:15][C:10]2=[N:9][C:8]=1[C:32]1[CH:37]=[CH:36][C:35]([F:38])=[CH:34][CH:33]=1)=O.C(O)CC.Cl.C(N)=[NH:46].C[O-].[Na+]. Product: [F:38][C:35]1[CH:36]=[CH:37][C:32]([C:8]2[N:9]=[C:10]3[CH:15]=[C:14]([CH:16]4[CH2:21][CH2:20][N:19]([C:22]([O:24][CH2:25][C:26]5[CH:31]=[CH:30][CH:29]=[CH:28][CH:27]=5)=[O:23])[CH2:18][CH2:17]4)[CH:13]=[CH:12][N:11]3[C:7]=2[C:5]2[CH:4]=[CH:3][N:2]=[CH:1][N:46]=2)=[CH:33][CH:34]=1. The catalyst class is: 100.